From a dataset of Forward reaction prediction with 1.9M reactions from USPTO patents (1976-2016). Predict the product of the given reaction. (1) The product is: [Cl:1][C:2]1[N:7]=[C:6]([NH:28][C:25]2[NH:26][N:27]=[C:23]([CH:18]3[CH2:22][CH2:21][CH2:20][CH2:19]3)[CH:24]=2)[CH:5]=[CH:4][N:3]=1. Given the reactants [Cl:1][C:2]1[N:7]=[C:6](Cl)[CH:5]=[CH:4][N:3]=1.C(N(C(C)C)CC)(C)C.[CH:18]1([C:23]2[CH:24]=[C:25]([NH2:28])[NH:26][N:27]=2)[CH2:22][CH2:21][CH2:20][CH2:19]1, predict the reaction product. (2) Given the reactants [OH:1][C:2]1[CH:14]=[C:13]2[C:5]([C:6]3[C:7]([C:18]4[CH:23]=[CH:22][CH:21]=[C:20]([N:24]5[CH2:32][C:31]6[C:26](=[CH:27][C:28]([CH3:33])=[CH:29][CH:30]=6)[C:25]5=[O:34])[C:19]=4[CH3:35])=[CH:8][CH:9]=[C:10]([C:15]([NH2:17])=[O:16])[C:11]=3[NH:12]2)=[CH:4][CH:3]=1.[C:36](=[O:39])([O-])[O-].[K+].[K+].Br[CH2:43][CH:44]1[CH2:46][O:45]1, predict the reaction product. The product is: [OH:45][CH:44]([CH2:46][O:39][CH3:36])[CH2:43][O:1][C:2]1[CH:14]=[C:13]2[C:5]([C:6]3[C:7]([C:18]4[CH:23]=[CH:22][CH:21]=[C:20]([N:24]5[CH2:32][C:31]6[C:26](=[CH:27][C:28]([CH3:33])=[CH:29][CH:30]=6)[C:25]5=[O:34])[C:19]=4[CH3:35])=[CH:8][CH:9]=[C:10]([C:15]([NH2:17])=[O:16])[C:11]=3[NH:12]2)=[CH:4][CH:3]=1. (3) Given the reactants [NH2:1][C:2]1[CH:9]=[C:8]([O:10][CH3:11])[CH:7]=[CH:6][C:3]=1[CH:4]=[O:5].C1C(=O)N([Br:19])C(=O)C1, predict the reaction product. The product is: [NH2:1][C:2]1[CH:9]=[C:8]([O:10][CH3:11])[C:7]([Br:19])=[CH:6][C:3]=1[CH:4]=[O:5]. (4) Given the reactants N(CCO)(CCO)CCO.Cl.O=C[C@@H]([C@H]([C@@H]([C@@H](CO)O)O)O)O.[Cl:24][CH2:25][C:26](=[O:33])[CH2:27][C:28]([O:30][CH2:31][CH3:32])=[O:29].C([O-])([O-])=O.[Na+].[Na+], predict the reaction product. The product is: [Cl:24][CH2:25][C@@H:26]([OH:33])[CH2:27][C:28]([O:30][CH2:31][CH3:32])=[O:29].